Predict the product of the given reaction. From a dataset of Forward reaction prediction with 1.9M reactions from USPTO patents (1976-2016). Given the reactants C([NH:4][C:5]1[CH:6]=[C:7]([CH:18]=[CH:19][CH:20]=1)[C:8]([NH:10][NH:11][C:12]([NH:14][CH:15]([CH3:17])[CH3:16])=[O:13])=O)(=O)C, predict the reaction product. The product is: [NH2:4][C:5]1[CH:6]=[C:7]([C:8]2[N:14]([CH:15]([CH3:17])[CH3:16])[C:12](=[O:13])[NH:11][N:10]=2)[CH:18]=[CH:19][CH:20]=1.